From a dataset of Peptide-MHC class I binding affinity with 185,985 pairs from IEDB/IMGT. Regression. Given a peptide amino acid sequence and an MHC pseudo amino acid sequence, predict their binding affinity value. This is MHC class I binding data. (1) The peptide sequence is LEKKITQWL. The MHC is HLA-B40:01 with pseudo-sequence HLA-B40:01. The binding affinity (normalized) is 0.515. (2) The peptide sequence is QTYDWTLNR. The MHC is HLA-B27:05 with pseudo-sequence HLA-B27:05. The binding affinity (normalized) is 0.0847. (3) The peptide sequence is RLASSLYVY. The MHC is HLA-A11:01 with pseudo-sequence HLA-A11:01. The binding affinity (normalized) is 0.213.